From a dataset of Catalyst prediction with 721,799 reactions and 888 catalyst types from USPTO. Predict which catalyst facilitates the given reaction. (1) The catalyst class is: 7. Product: [CH3:1][O:2][C:3](=[O:24])[CH:4]([C:5]1[N:6]=[C:7]([C:11]2[CH:12]=[N:13][C:14]([S:17][C:18]3[CH:19]=[CH:20][CH:21]=[CH:22][CH:23]=3)=[CH:15][CH:16]=2)[O:8][C:9]=1[CH3:10])[CH3:25]. Reactant: [CH3:1][O:2][C:3](=[O:24])[CH2:4][C:5]1[N:6]=[C:7]([C:11]2[CH:12]=[N:13][C:14]([S:17][C:18]3[CH:23]=[CH:22][CH:21]=[CH:20][CH:19]=3)=[CH:15][CH:16]=2)[O:8][C:9]=1[CH3:10].[CH:25]([N-]C(C)C)(C)C.[Li+].CN(C)P(N(C)C)(N(C)C)=O.CI. (2) The catalyst class is: 63. Reactant: [CH3:1][N:2]1[N:6]=[N:5][C:4]([C:7]2[CH:12]=[CH:11][C:10]([N+:13]([O-])=O)=[CH:9][CH:8]=2)=[N:3]1. Product: [CH3:1][N:2]1[N:6]=[N:5][C:4]([C:7]2[CH:12]=[CH:11][C:10]([NH2:13])=[CH:9][CH:8]=2)=[N:3]1. (3) Reactant: [Br:1][C:2]1[CH:3]=[N:4][C:5](Cl)=[N:6][CH:7]=1.[N:9]1([C:15]([O:17][C:18]([CH3:21])([CH3:20])[CH3:19])=[O:16])[CH2:14][CH2:13][NH:12][CH2:11][CH2:10]1. Product: [Br:1][C:2]1[CH:3]=[N:4][C:5]([N:12]2[CH2:11][CH2:10][N:9]([C:15]([O:17][C:18]([CH3:21])([CH3:20])[CH3:19])=[O:16])[CH2:14][CH2:13]2)=[N:6][CH:7]=1. The catalyst class is: 708. (4) Reactant: [NH2:1][C:2]([NH2:4])=[O:3].[CH2:5]([NH2:12])[C:6]1[CH:11]=[CH:10][CH:9]=[CH:8][CH:7]=1.N[CH2:14][CH2:15][C:16]([OH:18])=O. Product: [CH2:5]([N:12]1[C:16](=[O:18])[CH2:15][CH2:14][N:1]2[C:2](=[O:3])[N:4]([CH2:5][C:6]3[CH:11]=[CH:10][CH:9]=[CH:8][CH:7]=3)[CH2:16][CH2:15][CH:14]12)[C:6]1[CH:11]=[CH:10][CH:9]=[CH:8][CH:7]=1. The catalyst class is: 106.